Dataset: Catalyst prediction with 721,799 reactions and 888 catalyst types from USPTO. Task: Predict which catalyst facilitates the given reaction. (1) Reactant: [Br:1][C:2]1[S:3][CH:4]=[CH:5][C:6]=1[CH2:7][OH:8].[Cl:9]N1C(=O)CCC1=O. Product: [Br:1][C:2]1[S:3][C:4]([Cl:9])=[CH:5][C:6]=1[CH2:7][OH:8]. The catalyst class is: 20. (2) Product: [CH3:1][C:2]1([CH3:23])[O:3][CH2:4][C:5]2([C:13]3[C:8](=[CH:9][C:10]([N:14]4[CH2:15][CH2:16][O:17][CH2:18][CH2:19]4)=[CH:11][CH:12]=3)[NH:7][CH2:6]2)[CH2:21][O:22]1. Reactant: [CH3:1][C:2]1([CH3:23])[O:22][CH2:21][C:5]2([C:13]3[C:8](=[CH:9][C:10]([N:14]4[CH2:19][CH2:18][O:17][CH2:16][CH2:15]4)=[CH:11][CH:12]=3)[NH:7][C:6]2=O)[CH2:4][O:3]1.[H-].COCCO[Al+]OCCOC.[Na+].[H-].[OH-].[Na+]. The catalyst class is: 11. (3) Product: [CH3:1][C:2]1[CH:11]=[C:10]([CH3:12])[C:9]([C:13]2[NH:14][C:15]([C@@H:18]3[CH2:22][CH2:21][CH2:20][O:19]3)=[CH:16][N:17]=2)=[CH:8][C:3]=1[C:4]([N:48]1[CH2:53][CH2:52][CH:51]([C:54]2[CH:61]=[CH:60][C:57]([C:58]#[N:59])=[CH:56][CH:55]=2)[CH2:50][CH2:49]1)=[O:6]. Reactant: [CH3:1][C:2]1[CH:11]=[C:10]([CH3:12])[C:9]([C:13]2[NH:14][C:15]([C@@H:18]3[CH2:22][CH2:21][CH2:20][O:19]3)=[CH:16][N:17]=2)=[CH:8][C:3]=1[C:4]([O:6]C)=O.CN(C(ON1N=NC2C=CC=CC1=2)=[N+](C)C)C.F[P-](F)(F)(F)(F)F.Cl.[NH:48]1[CH2:53][CH2:52][CH:51]([C:54]2[CH:61]=[CH:60][C:57]([C:58]#[N:59])=[CH:56][CH:55]=2)[CH2:50][CH2:49]1.CCN(C(C)C)C(C)C. The catalyst class is: 9. (4) Reactant: [CH3:1][O:2][C:3]1[CH:4]=[C:5]([CH:9]=[CH:10][C:11]=1[O:12][CH3:13])[C:6](Cl)=[O:7].C(OC([N:21]1[CH2:26][CH2:25][NH:24][CH:23]([C:27]2[CH:32]=[CH:31][CH:30]=[CH:29][CH:28]=2)[CH2:22]1)=O)(C)(C)C. Product: [CH3:1][O:2][C:3]1[CH:4]=[C:5]([C:6]([N:24]2[CH2:25][CH2:26][NH:21][CH2:22][CH:23]2[C:27]2[CH:32]=[CH:31][CH:30]=[CH:29][CH:28]=2)=[O:7])[CH:9]=[CH:10][C:11]=1[O:12][CH3:13]. The catalyst class is: 4. (5) Reactant: [NH2:1][C:2]1[CH:3]=[C:4]2[C:20](=[O:21])[NH:19][N:18]=[CH:17][C:6]3=[C:7]([C:11]4[CH:16]=[CH:15][CH:14]=[CH:13][CH:12]=4)[NH:8][C:9]([CH:10]=1)=[C:5]23.[C:22]([O:26][C:27]([NH:29][C@H:30]([C:34]1[CH:39]=[CH:38][CH:37]=[CH:36][CH:35]=1)[C:31](O)=[O:32])=[O:28])([CH3:25])([CH3:24])[CH3:23].C(N(CC)CC)C.F[P-](F)(F)(F)(F)F.N1(OC(N(C)C)=[N+](C)C)C2N=CC=CC=2N=N1. Product: [C:22]([O:26][C:27](=[O:28])[NH:29][C@@H:30]([C:31](=[O:32])[NH:1][C:2]1[CH:3]=[C:4]2[C:20](=[O:21])[NH:19][N:18]=[CH:17][C:6]3=[C:7]([C:11]4[CH:12]=[CH:13][CH:14]=[CH:15][CH:16]=4)[NH:8][C:9]([CH:10]=1)=[C:5]23)[C:34]1[CH:39]=[CH:38][CH:37]=[CH:36][CH:35]=1)([CH3:25])([CH3:23])[CH3:24]. The catalyst class is: 306. (6) Reactant: [Cl:1][C:2]1[C:3]([C:8]([O:10]CC)=[O:9])=[N:4][NH:5][C:6]=1[CH3:7].[OH-].[Na+].Cl. Product: [Cl:1][C:2]1[C:3]([C:8]([OH:10])=[O:9])=[N:4][NH:5][C:6]=1[CH3:7]. The catalyst class is: 92. (7) Reactant: Cl.[N:2]1[CH:7]=[CH:6][CH:5]=[CH:4][C:3]=1[N:8]([CH2:32][C:33]([O:35][CH2:36][CH3:37])=[O:34])[C:9]([C:11]1[CH:31]=[CH:30][C:14]2[N:15]([CH3:29])[C:16]([CH2:18][NH:19][C:20]3[CH:25]=[CH:24][C:23]([C:26](=[NH:28])[NH2:27])=[CH:22][CH:21]=3)=[N:17][C:13]=2[CH:12]=1)=[O:10].Cl[C:39]([O:41][CH3:42])=[O:40]. Product: [N:2]1[CH:7]=[CH:6][CH:5]=[CH:4][C:3]=1[N:8]([CH2:32][C:33]([O:35][CH2:36][CH3:37])=[O:34])[C:9]([C:11]1[CH:31]=[CH:30][C:14]2[N:15]([CH3:29])[C:16]([CH2:18][NH:19][C:20]3[CH:25]=[CH:24][C:23]([C:26](=[NH:27])[NH:28][C:39]([O:41][CH3:42])=[O:40])=[CH:22][CH:21]=3)=[N:17][C:13]=2[CH:12]=1)=[O:10]. The catalyst class is: 429. (8) Reactant: [O:1]=[S:2]1(=[O:23])[CH2:7][CH2:6][CH2:5][CH2:4][N:3]1[C:8]1[N:17]=[C:16]([C:18]([O:20]C)=O)[C:15]([OH:22])=[C:14]2[C:9]=1[CH:10]=[CH:11][CH:12]=[N:13]2.[Cl-].[F:25][C:26]1[CH:31]=[CH:30][C:29]([CH2:32][NH3+:33])=[C:28]([S:34]([CH3:37])(=[O:36])=[O:35])[CH:27]=1. Product: [O:23]=[S:2]1(=[O:1])[CH2:7][CH2:6][CH2:5][CH2:4][N:3]1[C:8]1[N:17]=[C:16]([C:18]([NH:33][CH2:32][C:29]2[CH:30]=[CH:31][C:26]([F:25])=[CH:27][C:28]=2[S:34]([CH3:37])(=[O:36])=[O:35])=[O:20])[C:15]([OH:22])=[C:14]2[C:9]=1[CH:10]=[CH:11][CH:12]=[N:13]2. The catalyst class is: 8.